From a dataset of Forward reaction prediction with 1.9M reactions from USPTO patents (1976-2016). Predict the product of the given reaction. (1) Given the reactants [Cl:1][C:2]1[CH:7]=[CH:6][C:5]([C:8]2[NH:9][C:10](=[O:18])[N:11]([CH2:13][C:14]([O:16]C)=[O:15])[CH:12]=2)=[CH:4][CH:3]=1.Br[CH2:20][CH:21]([OH:26])[C:22]([F:25])([F:24])[F:23].C(=O)([O-])[O-].[Cs+].[Cs+].Cl, predict the reaction product. The product is: [Cl:1][C:2]1[CH:7]=[CH:6][C:5]([C:8]2[N:9]([CH2:20][CH:21]([OH:26])[C:22]([F:25])([F:24])[F:23])[C:10](=[O:18])[N:11]([CH2:13][C:14]([OH:16])=[O:15])[CH:12]=2)=[CH:4][CH:3]=1. (2) Given the reactants C(O)(C(F)(F)F)=O.[Cl:8][C:9]1[CH:10]=[CH:11][C:12]([CH2:31][CH:32]([NH:36][C:37]2[CH:42]=[CH:41][C:40]([O:43][CH3:44])=[CH:39][CH:38]=2)[CH:33]([F:35])[F:34])=[C:13]([CH:30]=1)[CH2:14][NH:15][C:16](=[O:29])[C@@H:17]1[CH2:21][CH2:20][CH2:19][N:18]1C(OC(C)(C)C)=O, predict the reaction product. The product is: [Cl:8][C:9]1[CH:10]=[CH:11][C:12]([CH2:31][CH:32]([NH:36][C:37]2[CH:42]=[CH:41][C:40]([O:43][CH3:44])=[CH:39][CH:38]=2)[CH:33]([F:35])[F:34])=[C:13]([CH:30]=1)[CH2:14][NH:15][C:16](=[O:29])[C@@H:17]1[CH2:21][CH2:20][CH2:19][NH:18]1. (3) Given the reactants [Cl:1][C:2]1[N:3]=[C:4]2[CH:9]=[CH:8][C:7]([C:10]3[CH:11]=[N:12][CH:13]=[N:14][CH:15]=3)=[N:6][N:5]2[CH:16]=1.[Cl:17][C:18]1[CH:23]=[C:22](Cl)[N:21]=[C:20]([CH3:25])[N:19]=1.C(=O)([O-])[O-].[Cs+].[Cs+].C1(P(C2C=CC=CC=2)C2C=CC=CC=2)C=CC=CC=1, predict the reaction product. The product is: [Cl:1][C:2]1[N:3]=[C:4]2[CH:9]=[CH:8][C:7]([C:10]3[CH:11]=[N:12][CH:13]=[N:14][CH:15]=3)=[N:6][N:5]2[C:16]=1[C:22]1[CH:23]=[C:18]([Cl:17])[N:19]=[C:20]([CH3:25])[N:21]=1. (4) Given the reactants [C:1]1([C:27]2[CH:32]=[CH:31][CH:30]=[CH:29][CH:28]=2)[CH:6]=[CH:5][CH:4]=[C:3]([NH:7][CH2:8][C:9]2[CH:26]=[CH:25][C:12]3/[C:13](=[CH:22]/[C:23]#[N:24])/[C:14]4[CH:21]=[CH:20][CH:19]=[CH:18][C:15]=4[CH2:16][CH2:17][C:11]=3[CH:10]=2)[CH:2]=1.Cl[C:34](=[O:40])[CH2:35][C:36]([O:38][CH3:39])=[O:37].C(=O)([O-])O.[Na+], predict the reaction product. The product is: [C:1]1([C:27]2[CH:32]=[CH:31][CH:30]=[CH:29][CH:28]=2)[CH:6]=[CH:5][CH:4]=[C:3]([N:7]([CH2:8][C:9]2[CH:26]=[CH:25][C:12]3/[C:13](=[CH:22]/[C:23]#[N:24])/[C:14]4[CH:21]=[CH:20][CH:19]=[CH:18][C:15]=4[CH2:16][CH2:17][C:11]=3[CH:10]=2)[C:34](=[O:40])[CH2:35][C:36]([O:38][CH3:39])=[O:37])[CH:2]=1. (5) Given the reactants [CH:1]([C:3]1[C:11]2[CH:10]=[CH:9][CH:8]=[CH:7][C:6]=2[N:5]2[CH2:12][CH2:13][N:14](C(OC(C)(C)C)=O)[CH2:15][CH2:16][C:4]=12)=[O:2].[F:24][C:25]([F:36])([F:35])C(OC(=O)[C:25]([F:36])([F:35])[F:24])=O.Cl, predict the reaction product. The product is: [F:24][C:25]([F:36])([F:35])[C:1]([C:3]1[C:11]2[CH:10]=[CH:9][CH:8]=[CH:7][C:6]=2[N:5]2[CH2:12][CH2:13][NH:14][CH2:15][CH2:16][C:4]=12)=[O:2]. (6) Given the reactants [CH2:1]([N:3]1[C:9](=[O:10])[C:8]([CH3:12])([CH3:11])[C:7](=[O:13])[N:6]([CH3:14])[C:5]2[CH:15]=[C:16]([CH:19]=[O:20])[CH:17]=[CH:18][C:4]1=2)[CH3:2].CC(=CC)C.P([O-])(O)(O)=[O:27].[Na+].Cl([O-])=O.[Na+], predict the reaction product. The product is: [CH2:1]([N:3]1[C:9](=[O:10])[C:8]([CH3:12])([CH3:11])[C:7](=[O:13])[N:6]([CH3:14])[C:5]2[CH:15]=[C:16]([C:19]([OH:27])=[O:20])[CH:17]=[CH:18][C:4]1=2)[CH3:2]. (7) The product is: [CH:22]1([C@@H:16]([C:12]2[CH:13]=[CH:14][CH:15]=[C:10]([O:9][CH2:8][C:6]3[CH:5]=[N:4][C:3]([C:25]4[CH:30]=[C:29]([O:31][CH3:32])[CH:28]=[CH:27][C:26]=4[F:33])=[C:2]([C:37]4[CH:38]=[C:39]([CH3:41])[CH:40]=[C:35]([CH3:34])[CH:36]=4)[N:7]=3)[CH:11]=2)[CH2:17][C:18]([O:20][CH3:21])=[O:19])[CH2:24][CH2:23]1. Given the reactants Cl[C:2]1[N:7]=[C:6]([CH2:8][O:9][C:10]2[CH:11]=[C:12]([C@H:16]([CH:22]3[CH2:24][CH2:23]3)[CH2:17][C:18]([O:20][CH3:21])=[O:19])[CH:13]=[CH:14][CH:15]=2)[CH:5]=[N:4][C:3]=1[C:25]1[CH:30]=[C:29]([O:31][CH3:32])[CH:28]=[CH:27][C:26]=1[F:33].[CH3:34][C:35]1[CH:36]=[C:37](B(O)O)[CH:38]=[C:39]([CH3:41])[CH:40]=1.C([O-])([O-])=O.[Cs+].[Cs+], predict the reaction product. (8) Given the reactants [Cl:1][C:2]1[CH:22]=[C:21]([Cl:23])[CH:20]=[CH:19][C:3]=1[CH2:4][N:5]([CH3:18])[CH2:6][CH:7]([C:9]1[CH:14]=[CH:13][CH:12]=[C:11]([N+:15]([O-:17])=[O:16])[CH:10]=1)O.[OH-].[Na+], predict the reaction product. The product is: [Cl:23][C:21]1[CH:20]=[C:19]2[C:3](=[C:2]([Cl:1])[CH:22]=1)[CH2:4][N:5]([CH3:18])[CH2:6][CH:7]2[C:9]1[CH:14]=[CH:13][CH:12]=[C:11]([N+:15]([O-:17])=[O:16])[CH:10]=1. (9) Given the reactants [CH3:1][O:2][C:3](=[O:52])[NH:4][C@H:5]([C:19](=[O:51])[NH:20][CH2:21][CH2:22][CH2:23][CH2:24][C@H:25]([N:36]([S:41]([C:44]1[CH:49]=[CH:48][C:47]([NH2:50])=[CH:46][CH:45]=1)(=[O:43])=[O:42])[CH2:37][CH:38]([CH3:40])[CH3:39])[CH2:26][O:27][P:28]([O:33]CC)([O:30]CC)=[O:29])[CH:6]([C:13]1[CH:18]=[CH:17][CH:16]=[CH:15][CH:14]=1)[C:7]1[CH:12]=[CH:11][CH:10]=[CH:9][CH:8]=1.C[Si](Br)(C)C, predict the reaction product. The product is: [CH3:1][O:2][C:3](=[O:52])[NH:4][C@H:5]([C:19](=[O:51])[NH:20][CH2:21][CH2:22][CH2:23][CH2:24][C@H:25]([N:36]([S:41]([C:44]1[CH:45]=[CH:46][C:47]([NH2:50])=[CH:48][CH:49]=1)(=[O:42])=[O:43])[CH2:37][CH:38]([CH3:40])[CH3:39])[CH2:26][O:27][P:28]([OH:33])([OH:30])=[O:29])[CH:6]([C:13]1[CH:18]=[CH:17][CH:16]=[CH:15][CH:14]=1)[C:7]1[CH:8]=[CH:9][CH:10]=[CH:11][CH:12]=1.